Dataset: Forward reaction prediction with 1.9M reactions from USPTO patents (1976-2016). Task: Predict the product of the given reaction. (1) Given the reactants FC(F)(F)C([NH:5][C:6]1[CH:7]=[N:8][C:9]([S:18](=[O:31])(=[O:30])[NH:19][C:20]2[CH:21]=[CH:22][C:23]3[CH2:27][O:26][B:25]([OH:28])[C:24]=3[CH:29]=2)=[C:10]([C:12]2[N:16]=[C:15]([CH3:17])[O:14][N:13]=2)[CH:11]=1)=O.C(=O)([O-])[O-].[K+].[K+].CC(O)=O, predict the reaction product. The product is: [NH2:5][C:6]1[CH:11]=[C:10]([C:12]2[N:16]=[C:15]([CH3:17])[O:14][N:13]=2)[C:9]([S:18]([NH:19][C:20]2[CH:21]=[CH:22][C:23]3[CH2:27][O:26][B:25]([OH:28])[C:24]=3[CH:29]=2)(=[O:31])=[O:30])=[N:8][CH:7]=1. (2) Given the reactants Cl[C:2]1[N:3]=[C:4]([CH3:15])[C:5]([C:8]([O:10][C:11]([CH3:14])([CH3:13])[CH3:12])=[O:9])=[N:6][CH:7]=1.[CH3:16][C@H:17]([OH:20])[C:18]#[CH:19].[H-].[Na+].[NH4+].[Cl-], predict the reaction product. The product is: [CH3:16][C@H:17]([O:20][C:2]1[N:3]=[C:4]([CH3:15])[C:5]([C:8]([O:10][C:11]([CH3:14])([CH3:13])[CH3:12])=[O:9])=[N:6][CH:7]=1)[C:18]#[CH:19]. (3) The product is: [Br:9][C:10]1[CH:15]=[CH:14][C:13]([C:2]([F:7])([F:1])[C:3]([F:6])([F:5])[F:4])=[CH:12][CH:11]=1.[I:16][C:13]1[CH:14]=[CH:15][C:10]([C:2]([F:7])([F:1])[C:3]([F:6])([F:5])[F:4])=[CH:11][CH:12]=1. Given the reactants [F:1][C:2](I)([F:7])[C:3]([F:6])([F:5])[F:4].[Br:9][C:10]1[CH:15]=[CH:14][C:13]([I:16])=[CH:12][CH:11]=1, predict the reaction product. (4) Given the reactants C([N:4]([S:30]([CH2:33][C:34]1[CH:39]=[CH:38][CH:37]=[CH:36][CH:35]=1)(=[O:32])=[O:31])[C:5]([CH:7]1[CH2:12][CH2:11][N:10]([C:13]2[C:23]([C:24]#[N:25])=[CH:22][C:16]([C:17]([O:19][CH2:20][CH3:21])=[O:18])=[C:15]([O:26][CH:27]([F:29])[F:28])[N:14]=2)[CH2:9][CH2:8]1)=[O:6])C=C.C1(C)C=CC(S([O-])=O)=CC=1.[Na+], predict the reaction product. The product is: [CH2:33]([S:30]([NH:4][C:5]([CH:7]1[CH2:12][CH2:11][N:10]([C:13]2[C:23]([C:24]#[N:25])=[CH:22][C:16]([C:17]([O:19][CH2:20][CH3:21])=[O:18])=[C:15]([O:26][CH:27]([F:28])[F:29])[N:14]=2)[CH2:9][CH2:8]1)=[O:6])(=[O:32])=[O:31])[C:34]1[CH:35]=[CH:36][CH:37]=[CH:38][CH:39]=1. (5) Given the reactants [ClH:1].[CH3:2][C:3]1[CH:8]=[C:7]([CH3:9])[N:6]=[CH:5][C:4]=1[C:10]1[NH:18][C:17]2[CH2:16][CH2:15][NH:14][CH2:13][C:12]=2[CH:11]=1.C([Cl:22])(=O)C, predict the reaction product. The product is: [ClH:22].[CH3:2][C:3]1[CH:8]=[C:7]([CH3:9])[N:6]=[CH:5][C:4]=1[C:10]1[NH:18][C:17]2[CH2:16][CH2:15][NH:14][CH2:13][C:12]=2[CH:11]=1.[ClH:1]. (6) Given the reactants [NH2:1][C:2]1[CH:10]=[CH:9][CH:8]=[CH:7][C:3]=1[C:4](O)=[O:5].C1COCC1.[CH2:16]([NH:18][CH2:19]C)C, predict the reaction product. The product is: [NH2:1][C:2]1[CH:10]=[CH:9][CH:8]=[CH:7][C:3]=1[C:4]([N:18]([CH3:19])[CH3:16])=[O:5].